Task: Predict the reaction yield, written as a fraction of the theoretical maximum amount of product (1.0 means a 100% yield; for example, 0.34 means a 34% yield).. Dataset: Reaction yield outcomes from USPTO patents with 853,638 reactions (1) The reactants are [CH3:1][C:2]1[CH:7]=[CH:6][C:5]([N+:8]([O-])=O)=[CH:4][C:3]=1[NH:11][C:12]([C:14]1[CH:15]=[C:16]2[CH:22]=[C:21]([C:23](=[O:25])[CH3:24])[NH:20][C:17]2=[N:18][CH:19]=1)=[O:13].[H][H]. The catalyst is CN(C=O)C.[Pd]. The product is [NH2:8][C:5]1[CH:6]=[CH:7][C:2]([CH3:1])=[C:3]([NH:11][C:12]([C:14]2[CH:15]=[C:16]3[CH:22]=[C:21]([C:23](=[O:25])[CH3:24])[NH:20][C:17]3=[N:18][CH:19]=2)=[O:13])[CH:4]=1. The yield is 0.900. (2) The catalyst is C(Cl)Cl.Cl[Ti](Cl)(Cl)Cl. The product is [CH3:40][O:41][C:42]1[CH:59]=[C:58]([O:60][CH3:61])[CH:57]=[CH:56][C:43]=1[CH2:44][N:45]([CH2:53][C@H:15]([C:16]1[CH:17]=[CH:18][C:19]([Cl:22])=[CH:20][CH:21]=1)[C:14]([N:9]1[C@H:8]([CH2:1][C:2]2[CH:7]=[CH:6][CH:5]=[CH:4][CH:3]=2)[CH2:12][O:11][C:10]1=[O:13])=[O:23])[C:46](=[O:52])[O:47][C:48]([CH3:51])([CH3:50])[CH3:49]. The reactants are [CH2:1]([C@@H:8]1[CH2:12][O:11][C:10](=[O:13])[N:9]1[C:14](=[O:23])[CH2:15][C:16]1[CH:21]=[CH:20][C:19]([Cl:22])=[CH:18][CH:17]=1)[C:2]1[CH:7]=[CH:6][CH:5]=[CH:4][CH:3]=1.C1(C)C=CC=CC=1.CCN(C(C)C)C(C)C.[CH3:40][O:41][C:42]1[CH:59]=[C:58]([O:60][CH3:61])[CH:57]=[CH:56][C:43]=1[CH2:44][N:45]([CH2:53]OC)[C:46](=[O:52])[O:47][C:48]([CH3:51])([CH3:50])[CH3:49]. The yield is 0.735. (3) The reactants are [Cl:1][C:2]1[S:6][C:5]([C:7]([O:9][CH3:10])=[O:8])=[CH:4][C:3]=1[C:11]1[N:15]([CH3:16])[N:14]=[CH:13][CH:12]=1.O.[B-](F)(F)(F)[F:19].[B-](F)(F)(F)F.C1[N+]2(CCl)CC[N+](F)(CC2)C1. The catalyst is C(#N)C. The product is [Cl:1][C:2]1[S:6][C:5]([C:7]([O:9][CH3:10])=[O:8])=[CH:4][C:3]=1[C:11]1[N:15]([CH3:16])[N:14]=[CH:13][C:12]=1[F:19]. The yield is 0.243. (4) The reactants are [C:1]12([C:11]3[CH:12]=[C:13]([C:19]4[CH:20]=[C:21]5[C:26](=[CH:27][CH:28]=4)[CH:25]=[C:24](Br)[CH:23]=[CH:22]5)[CH:14]=[CH:15][C:16]=3[O:17][CH3:18])[CH2:10][CH:5]3[CH2:6][CH:7]([CH2:9][CH:3]([CH2:4]3)[CH2:2]1)[CH2:8]2.[C:30]([Cu])#[N:31].N. The catalyst is CN(C=O)C. The product is [C:1]12([C:11]3[CH:12]=[C:13]([C:19]4[CH:20]=[C:21]5[C:26](=[CH:27][CH:28]=4)[CH:25]=[C:24]([C:30]#[N:31])[CH:23]=[CH:22]5)[CH:14]=[CH:15][C:16]=3[O:17][CH3:18])[CH2:10][CH:5]3[CH2:6][CH:7]([CH2:9][CH:3]([CH2:4]3)[CH2:2]1)[CH2:8]2. The yield is 0.910.